Dataset: Forward reaction prediction with 1.9M reactions from USPTO patents (1976-2016). Task: Predict the product of the given reaction. (1) Given the reactants [CH2:1]([C:5]1[N:6]=[C:7]([CH3:29])[NH:8][C:9](=[O:28])[C:10]=1[CH2:11][C:12]1[C:17]([F:18])=[CH:16][C:15]([C:19]2[C:20]([C:25]#[N:26])=[CH:21][CH:22]=[CH:23][CH:24]=2)=[CH:14][C:13]=1[F:27])[CH2:2][CH2:3][CH3:4].[C:30]1(B(O)O)[CH:35]=[CH:34][CH:33]=[CH:32][CH:31]=1.C(N(CC)CC)C.N1C=CC=CC=1, predict the reaction product. The product is: [CH2:1]([C:5]1[N:6]=[C:7]([CH3:29])[N:8]([C:30]2[CH:35]=[CH:34][CH:33]=[CH:32][CH:31]=2)[C:9](=[O:28])[C:10]=1[CH2:11][C:12]1[C:13]([F:27])=[CH:14][C:15]([C:19]2[C:20]([C:25]#[N:26])=[CH:21][CH:22]=[CH:23][CH:24]=2)=[CH:16][C:17]=1[F:18])[CH2:2][CH2:3][CH3:4]. (2) Given the reactants C(N(CC)CC)C.[CH2:8]1[NH:15][CH2:14][CH:13]2[CH:9]1[CH2:10][C:11]1[CH:18]=[CH:17][S:16][C:12]=12.Cl[C:20]([O:22][CH2:23][CH3:24])=[O:21], predict the reaction product. The product is: [CH2:23]([O:22][C:20]([N:15]1[CH2:14][CH:13]2[CH:9]([CH2:10][C:11]3[CH:18]=[CH:17][S:16][C:12]=32)[CH2:8]1)=[O:21])[CH3:24]. (3) The product is: [CH:34]1([NH:39][C:2]2[N:7]3[N:8]=[C:9]([C:23]4[O:24][CH:25]=[CH:26][CH:27]=4)[C:10]([C:11]4[CH:16]=[CH:15][N:14]=[C:13]([NH:17][CH:18]5[CH2:22][CH2:21][CH2:20][CH2:19]5)[N:12]=4)=[C:6]3[CH:5]=[CH:4][CH:3]=2)[CH2:38][CH2:37][CH2:36][CH2:35]1. Given the reactants Cl[C:2]1[N:7]2[N:8]=[C:9]([C:23]3[O:24][CH:25]=[CH:26][CH:27]=3)[C:10]([C:11]3[CH:16]=[CH:15][N:14]=[C:13]([NH:17][CH:18]4[CH2:22][CH2:21][CH2:20][CH2:19]4)[N:12]=3)=[C:6]2[CH:5]=[CH:4][CH:3]=1.C(OCC)(=O)C.[CH:34]1([NH2:39])[CH2:38][CH2:37][CH2:36][CH2:35]1, predict the reaction product.